This data is from Forward reaction prediction with 1.9M reactions from USPTO patents (1976-2016). The task is: Predict the product of the given reaction. (1) Given the reactants [NH2:1][C:2]1[C:3]([F:35])=[C:4]([N:22]2[CH2:27][CH2:26][N:25](C(OC(C)(C)C)=O)[CH2:24][CH2:23]2)[CH:5]=[C:6]([N:8]([CH2:13][C:14]2[CH:19]=[CH:18][C:17]([O:20][CH3:21])=[CH:16][CH:15]=2)[C:9]([O:11][CH3:12])=[O:10])[CH:7]=1.[F:36][C:37]([F:42])([F:41])[C:38]([OH:40])=[O:39], predict the reaction product. The product is: [NH2:1][C:2]1[CH:7]=[C:6]([N:8]([CH2:13][C:14]2[CH:15]=[CH:16][C:17]([O:20][CH3:21])=[CH:18][CH:19]=2)[C:9](=[O:10])[O:11][CH3:12])[CH:5]=[C:4]([N:22]2[CH2:23][CH2:24][NH:25][CH2:26][CH2:27]2)[C:3]=1[F:35].[C:38]([OH:40])([C:37]([F:42])([F:41])[F:36])=[O:39]. (2) The product is: [CH2:8]([O:15][C:16]([NH:18][C:19]1[CH:34]=[CH:33][C:22]([O:23][C:24]2[CH:29]=[CH:28][N:27]=[C:26]([NH:3][C:6](=[O:43])[O:63][C:59]([CH3:62])([CH3:61])[CH3:60])[CH:25]=2)=[CH:21][C:20]=1[F:35])=[O:17])[C:9]1[CH:10]=[CH:11][CH:12]=[CH:13][CH:14]=1. Given the reactants C([N:3]([CH2:6]C)CC)C.[CH2:8]([O:15][C:16]([NH:18][C:19]1[CH:34]=[CH:33][C:22]([O:23][C:24]2[CH:29]=[CH:28][N:27]=[C:26](C(O)=O)[CH:25]=2)=[CH:21][C:20]=1[F:35])=[O:17])[C:9]1[CH:14]=[CH:13][CH:12]=[CH:11][CH:10]=1.C1(P(N=[N+]=[N-])(C2C=CC=CC=2)=[O:43])C=CC=CC=1.C(OCC)(=O)C.[C:59]([OH:63])([CH3:62])([CH3:61])[CH3:60], predict the reaction product. (3) The product is: [Cl:12][C:13]1[CH:14]=[C:15]([C:2]2[S:3][CH:4]=[C:5]([C:7]([O:9][CH2:10][CH3:11])=[O:8])[N:6]=2)[CH:16]=[C:17]([Cl:21])[C:18]=1[O:19][CH3:20]. Given the reactants Br[C:2]1[S:3][CH:4]=[C:5]([C:7]([O:9][CH2:10][CH3:11])=[O:8])[N:6]=1.[Cl:12][C:13]1[CH:14]=[C:15](B2OC(C)(C)C(C)(C)O2)[CH:16]=[C:17]([Cl:21])[C:18]=1[O:19][CH3:20], predict the reaction product. (4) Given the reactants O.[NH2:2][NH2:3].Cl.[C:5]1(=O)[O:10][C:8](=[O:9])[C:7]2=[CH:11][CH:12]=[CH:13][CH:14]=[C:6]12, predict the reaction product. The product is: [C:8]1(=[O:9])[C:7]2[C:6](=[CH:14][CH:13]=[CH:12][CH:11]=2)[C:5](=[O:10])[NH:3][NH:2]1. (5) Given the reactants Cl[C:2]1[N:7]=[C:6]([NH:8][C@@H:9]2[CH2:14][CH2:13][CH2:12][CH2:11][C@H:10]2[N:15]([CH3:20])[S:16]([CH3:19])(=[O:18])=[O:17])[C:5]([Cl:21])=[CH:4][N:3]=1.[NH2:22][C:23]1[CH:37]=[CH:36][C:26]2[N:27]([CH3:35])[C:28](=[O:34])[CH2:29][CH2:30][C:31]([CH3:33])([CH3:32])[C:25]=2[CH:24]=1.C12(CS(O)(=O)=O)C(C)(C)C(CC1)CC2=O.C(=O)([O-])[O-], predict the reaction product. The product is: [Cl:21][C:5]1[C:6]([NH:8][C@@H:9]2[CH2:14][CH2:13][CH2:12][CH2:11][C@H:10]2[N:15]([CH3:20])[S:16]([CH3:19])(=[O:18])=[O:17])=[N:7][C:2]([NH:22][C:23]2[CH:37]=[CH:36][C:26]3[N:27]([CH3:35])[C:28](=[O:34])[CH2:29][CH2:30][C:31]([CH3:33])([CH3:32])[C:25]=3[CH:24]=2)=[N:3][CH:4]=1. (6) Given the reactants C[O:2][C:3]1[N:8]=[C:7]2[S:9][C:10]([NH2:12])=[N:11][C:6]2=[CH:5][CH:4]=1.[BrH:13], predict the reaction product. The product is: [BrH:13].[BrH:13].[NH2:12][C:10]1[S:9][C:7]2[C:6]([N:11]=1)=[CH:5][CH:4]=[C:3]([OH:2])[N:8]=2. (7) Given the reactants [Cl:1][C:2]1[CH:7]=[CH:6][N:5]=[C:4]2[N:8](S(C3C=CC=CC=3)(=O)=O)[C:9]([CH3:11])=[CH:10][C:3]=12.C(=O)([O-])[O-].[K+].[K+].CO, predict the reaction product. The product is: [Cl:1][C:2]1[CH:7]=[CH:6][N:5]=[C:4]2[NH:8][C:9]([CH3:11])=[CH:10][C:3]=12.